From a dataset of Forward reaction prediction with 1.9M reactions from USPTO patents (1976-2016). Predict the product of the given reaction. (1) Given the reactants Cl.[CH2:2]([C:4]1[S:24][C:7]2[N:8]=[C:9]([S:18][CH2:19][C:20]([O:22][CH3:23])=[O:21])[N:10]=[C:11]([N:12]3[CH2:17][CH2:16][NH:15][CH2:14][CH2:13]3)[C:6]=2[CH:5]=1)[CH3:3].C(N(C(C)C)CC)(C)C.[C:34]([C:36]1[CH:44]=[CH:43][C:39]([C:40](Cl)=[O:41])=[CH:38][CH:37]=1)#[N:35], predict the reaction product. The product is: [C:34]([C:36]1[CH:44]=[CH:43][C:39]([C:40]([N:15]2[CH2:16][CH2:17][N:12]([C:11]3[C:6]4[CH:5]=[C:4]([CH2:2][CH3:3])[S:24][C:7]=4[N:8]=[C:9]([S:18][CH2:19][C:20]([O:22][CH3:23])=[O:21])[N:10]=3)[CH2:13][CH2:14]2)=[O:41])=[CH:38][CH:37]=1)#[N:35]. (2) Given the reactants C[N:2](C)/[CH:3]=[CH:4]/[C:5]([C:7]1[C:12](=[O:13])[CH:11]=[CH:10][N:9]([C:14]2[CH:15]=[C:16]([CH:19]=[CH:20][CH:21]=2)[C:17]#[N:18])[N:8]=1)=O.[Cl:23][C:24]1[CH:25]=[C:26]([NH:30]N)[CH:27]=[CH:28][CH:29]=1, predict the reaction product. The product is: [Cl:23][C:24]1[CH:25]=[C:26]([N:30]2[C:5]([C:7]3[C:12](=[O:13])[CH:11]=[CH:10][N:9]([C:14]4[CH:15]=[C:16]([CH:19]=[CH:20][CH:21]=4)[C:17]#[N:18])[N:8]=3)=[CH:4][CH:3]=[N:2]2)[CH:27]=[CH:28][CH:29]=1. (3) Given the reactants [C:1]([C:3]1[CH:8]=[CH:7][C:6]([CH:9]2[N:14]3[N:15]=[C:16]([CH3:18])[N:17]=[C:13]3[NH:12][C:11]([CH3:19])=[C:10]2[C:20]([O:22][CH2:23][CH3:24])=[O:21])=[CH:5][CH:4]=1)#[N:2].[F:25][C:26]([F:37])([F:36])[C:27]1[CH:28]=[C:29](B(O)O)[CH:30]=[CH:31][CH:32]=1.N1C=CC=CC=1.C(N(CC)CC)C, predict the reaction product. The product is: [C:1]([C:3]1[CH:8]=[CH:7][C:6]([CH:9]2[N:14]3[N:15]=[C:16]([CH3:18])[N:17]=[C:13]3[N:12]([C:31]3[CH:30]=[CH:29][CH:28]=[C:27]([C:26]([F:37])([F:36])[F:25])[CH:32]=3)[C:11]([CH3:19])=[C:10]2[C:20]([O:22][CH2:23][CH3:24])=[O:21])=[CH:5][CH:4]=1)#[N:2].